Predict the product of the given reaction. From a dataset of Forward reaction prediction with 1.9M reactions from USPTO patents (1976-2016). (1) Given the reactants [NH2:1][C:2]1[CH:3]=[C:4]([N:8]2[S:12](=[O:14])(=[O:13])[NH:11][C:10](=[O:15])[CH2:9]2)[CH:5]=[CH:6][CH:7]=1.C([O-])(O)=O.[Na+].Br[CH2:22][C:23]([C:25]1[CH:30]=[CH:29][C:28]([Cl:31])=[CH:27][C:26]=1[Cl:32])=[O:24], predict the reaction product. The product is: [Cl:32][C:26]1[CH:27]=[C:28]([Cl:31])[CH:29]=[CH:30][C:25]=1[C:23](=[O:24])[CH2:22][NH:1][C:2]1[CH:3]=[C:4]([N:8]2[S:12](=[O:14])(=[O:13])[NH:11][C:10](=[O:15])[CH2:9]2)[CH:5]=[CH:6][CH:7]=1. (2) Given the reactants [CH3:1][C:2]1[CH:7]=[CH:6][CH:5]=[C:4]([C:8]#[C:9][CH:10]=[C:11]2[CH2:16][CH2:15][NH:14][CH2:13][CH2:12]2)[N:3]=1.Br[C:18]1[CH:19]=[N:20][CH:21]=[C:22]([C:24]([F:27])([F:26])[F:25])[CH:23]=1.CCN(C(C)C)C(C)C.CN1CCCC1=O, predict the reaction product. The product is: [CH3:1][C:2]1[CH:7]=[CH:6][CH:5]=[C:4]([C:8]#[C:9][CH:10]=[C:11]2[CH2:12][CH2:13][N:14]([C:18]3[CH:19]=[N:20][CH:21]=[C:22]([C:24]([F:27])([F:26])[F:25])[CH:23]=3)[CH2:15][CH2:16]2)[N:3]=1. (3) The product is: [Br:32][C:27]1[CH:28]=[C:29]2[C:24](=[CH:25][CH:26]=1)[CH:23]=[C:22]([C:18]1[CH:19]=[CH:20][C:15]3[O:14][C:13]4[CH:8]=[CH:9][CH:10]=[CH:11][C:12]=4[C:16]=3[CH:17]=1)[CH:31]=[CH:30]2. Given the reactants BrC1C=CC([C:8]2[C:13]3[O:14][C:15]4[CH:20]=[CH:19][CH:18]=[CH:17][C:16]=4[C:12]=3[CH:11]=[CH:10][CH:9]=2)=CC=1.Br[C:22]1[CH:31]=[CH:30][C:29]2[C:24](=[CH:25][CH:26]=[C:27]([Br:32])[CH:28]=2)[CH:23]=1, predict the reaction product. (4) Given the reactants [CH:1]1([CH2:5][N:6]2[CH:10]=[CH:9][N:8]=[C:7]2[CH2:11]O)[CH2:4][CH2:3][CH2:2]1.S(Cl)([Cl:15])=O, predict the reaction product. The product is: [ClH:15].[Cl:15][CH2:11][C:7]1[N:6]([CH2:5][CH:1]2[CH2:4][CH2:3][CH2:2]2)[CH:10]=[CH:9][N:8]=1. (5) Given the reactants [O:1]=[C:2]1[CH2:6][C:5]2([CH2:11][CH2:10][CH:9]([C:12]([O:14][CH2:15][CH3:16])=[O:13])[CH2:8][CH2:7]2)[CH2:4][NH:3]1.I[C:18]1[CH:23]=[CH:22][CH:21]=[CH:20][CH:19]=1.N[C@@H]1CCCC[C@H]1N.C(=O)([O-])[O-].[Cs+].[Cs+], predict the reaction product. The product is: [O:1]=[C:2]1[CH2:6][C:5]2([CH2:11][CH2:10][CH:9]([C:12]([O:14][CH2:15][CH3:16])=[O:13])[CH2:8][CH2:7]2)[CH2:4][N:3]1[C:18]1[CH:23]=[CH:22][CH:21]=[CH:20][CH:19]=1.